Dataset: Forward reaction prediction with 1.9M reactions from USPTO patents (1976-2016). Task: Predict the product of the given reaction. (1) Given the reactants [OH:1][C:2]1[CH:11]=[C:10]2[C:5]([CH:6]([CH2:20][CH2:21][CH2:22][O:23][C:24]3[CH:29]=[CH:28][C:27]([O:30][CH2:31][CH2:32][S:33][CH2:34][CH2:35][CH2:36][C:37]([F:43])([F:42])[C:38]([F:41])([F:40])[F:39])=[CH:26][CH:25]=3)[C:7]([C:13]3[CH:18]=[CH:17][C:16]([OH:19])=[CH:15][CH:14]=3)([CH3:12])[CH2:8][S:9]2)=[CH:4][CH:3]=1.[OH2:44], predict the reaction product. The product is: [OH:1][C:2]1[CH:11]=[C:10]2[C:5]([CH:6]([CH2:20][CH2:21][CH2:22][O:23][C:24]3[CH:29]=[CH:28][C:27]([O:30][CH2:31][CH2:32][S:33]([CH2:34][CH2:35][CH2:36][C:37]([F:43])([F:42])[C:38]([F:39])([F:40])[F:41])=[O:44])=[CH:26][CH:25]=3)[C:7]([C:13]3[CH:18]=[CH:17][C:16]([OH:19])=[CH:15][CH:14]=3)([CH3:12])[CH2:8][S:9]2)=[CH:4][CH:3]=1. (2) Given the reactants Br[CH2:2][C:3]1[N:7]([CH3:8])[N:6]([C:9]2[CH:14]=[CH:13][C:12]([F:15])=[CH:11][CH:10]=2)[C:5](=[O:16])[C:4]=1[Cl:17].C(OC([N:25]1[CH2:30][CH2:29][CH:28]([C:31]2[CH:36]=[C:35]([Cl:37])[CH:34]=[CH:33][C:32]=2[CH3:38])[CH2:27][CH2:26]1)=O)(C)(C)C.C(=O)([O-])[O-].[K+].[K+], predict the reaction product. The product is: [Cl:17][C:4]1[C:5](=[O:16])[N:6]([C:9]2[CH:14]=[CH:13][C:12]([F:15])=[CH:11][CH:10]=2)[N:7]([CH3:8])[C:3]=1[CH2:2][N:25]1[CH2:30][CH2:29][CH:28]([C:31]2[CH:36]=[C:35]([Cl:37])[CH:34]=[CH:33][C:32]=2[CH3:38])[CH2:27][CH2:26]1. (3) Given the reactants [NH2:1][CH:2]([C:6]1[N:7]([CH2:16][C:17]2[CH:22]=[CH:21][CH:20]=[CH:19][CH:18]=2)[C:8](=[O:15])[C:9]2[CH:14]=[CH:13][S:12][C:10]=2[N:11]=1)[CH:3]([CH3:5])[CH3:4].[Si:23]([O:40][CH2:41][CH:42]([F:45])[CH:43]=O)([C:36]([CH3:39])([CH3:38])[CH3:37])([C:30]1[CH:35]=[CH:34][CH:33]=[CH:32][CH:31]=1)[C:24]1[CH:29]=[CH:28][CH:27]=[CH:26][CH:25]=1.C(O)(=O)C.C(O[BH-](OC(=O)C)OC(=O)C)(=O)C.[Na+], predict the reaction product. The product is: [CH2:16]([N:7]1[C:8](=[O:15])[C:9]2[CH:14]=[CH:13][S:12][C:10]=2[N:11]=[C:6]1[CH:2]([NH:1][CH2:43][CH:42]([F:45])[CH2:41][O:40][Si:23]([C:36]([CH3:39])([CH3:38])[CH3:37])([C:30]1[CH:31]=[CH:32][CH:33]=[CH:34][CH:35]=1)[C:24]1[CH:29]=[CH:28][CH:27]=[CH:26][CH:25]=1)[CH:3]([CH3:5])[CH3:4])[C:17]1[CH:22]=[CH:21][CH:20]=[CH:19][CH:18]=1. (4) Given the reactants [CH3:1][C@@H:2]1[CH2:7][CH2:6][C@H:5]([N:8]2[CH2:13][CH2:12][NH:11][CH2:10][CH2:9]2)[CH2:4][CH2:3]1.F[C:15]1[CH:25]=[CH:24][C:18]([C:19]([O:21][CH2:22][CH3:23])=[O:20])=[CH:17][CH:16]=1.C(=O)([O-])[O-].[K+].[K+].O, predict the reaction product. The product is: [CH3:1][C@@H:2]1[CH2:3][CH2:4][C@H:5]([N:8]2[CH2:13][CH2:12][N:11]([C:15]3[CH:25]=[CH:24][C:18]([C:19]([O:21][CH2:22][CH3:23])=[O:20])=[CH:17][CH:16]=3)[CH2:10][CH2:9]2)[CH2:6][CH2:7]1.